Dataset: Full USPTO retrosynthesis dataset with 1.9M reactions from patents (1976-2016). Task: Predict the reactants needed to synthesize the given product. (1) Given the product [F:22][C:23]([F:42])([F:41])[S:24]([O:10][C:8]1[CH:7]2[CH2:11][CH:1]([CH:9]=1)[CH:2]1[CH:6]2[CH2:5][CH2:4][CH2:3]1)(=[O:26])=[O:25], predict the reactants needed to synthesize it. The reactants are: [CH:1]12[CH2:11][CH:7]([C:8](=[O:10])[CH2:9]1)[CH:6]1[CH:2]2[CH2:3][CH2:4][CH2:5]1.C[Si]([N-][Si](C)(C)C)(C)C.[Na+].[F:22][C:23]([F:42])([F:41])[S:24](N(C1C=CC=CC=1)[S:24]([C:23]([F:42])([F:41])[F:22])(=[O:26])=[O:25])(=[O:26])=[O:25]. (2) Given the product [CH3:11][O:12][C:13]([CH:15]1[CH2:19][CH2:18][CH:17]([S:8][C:3]2[CH:4]=[CH:5][CH:6]=[CH:7][C:2]=2[Cl:1])[CH2:16]1)=[O:14], predict the reactants needed to synthesize it. The reactants are: [Cl:1][C:2]1[CH:7]=[CH:6][CH:5]=[CH:4][C:3]=1[SH:8].[H-].[Na+].[CH3:11][O:12][C:13]([CH:15]1[CH2:19][CH2:18][CH:17](OS(C)(=O)=O)[CH2:16]1)=[O:14].